This data is from CYP2D6 inhibition data for predicting drug metabolism from PubChem BioAssay. The task is: Regression/Classification. Given a drug SMILES string, predict its absorption, distribution, metabolism, or excretion properties. Task type varies by dataset: regression for continuous measurements (e.g., permeability, clearance, half-life) or binary classification for categorical outcomes (e.g., BBB penetration, CYP inhibition). Dataset: cyp2d6_veith. (1) The molecule is CCNc1nc(Sc2ccc(C)cc2)cc(C(F)(F)F)n1. The result is 0 (non-inhibitor). (2) The drug is O=[N+]([O-])c1ccc2c(c1)c(S(=O)(=O)O)cc1nonc12. The result is 0 (non-inhibitor). (3) The compound is O=C(Nc1cccc(F)c1)N1CC2(CCN(C(=O)c3cnccn3)CC2)C1. The result is 0 (non-inhibitor).